This data is from Reaction yield outcomes from USPTO patents with 853,638 reactions. The task is: Predict the reaction yield, written as a fraction of the theoretical maximum amount of product (1.0 means a 100% yield; for example, 0.34 means a 34% yield). (1) The reactants are CI.[Br:3][C:4]1[CH:12]=[CH:11][C:7]([C:8]([OH:10])=[O:9])=[C:6]([F:13])[CH:5]=1.[C:14](=O)([O-])[O-].[Na+].[Na+].C(OCC)(=O)C. The catalyst is CN(C)C=O. The product is [Br:3][C:4]1[CH:12]=[CH:11][C:7]([C:8]([O:10][CH3:14])=[O:9])=[C:6]([F:13])[CH:5]=1. The yield is 0.970. (2) The reactants are [Cl:1][C:2]1[CH:3]=[CH:4][C:5]([O:26]C)=[C:6]([C:8]2[C:17]([C:18](OC)=[O:19])=[C:16]3[C:11]([NH:12][C:13]([CH3:25])([CH3:24])[C:14](=[O:23])[N:15]3[CH3:22])=[CH:10][CH:9]=2)[CH:7]=1.B(Br)(Br)Br.C(OCC)(=O)C.[H-].[Na+]. The catalyst is ClCCl.O.C(OCC)C. The product is [Cl:1][C:2]1[CH:7]=[C:6]2[C:5]([O:26][C:18](=[O:19])[C:17]3[C:8]2=[CH:9][CH:10]=[C:11]2[C:16]=3[N:15]([CH3:22])[C:14](=[O:23])[C:13]([CH3:25])([CH3:24])[NH:12]2)=[CH:4][CH:3]=1. The yield is 0.610.